From a dataset of Forward reaction prediction with 1.9M reactions from USPTO patents (1976-2016). Predict the product of the given reaction. Given the reactants [F:1][C:2]1[CH:3]=[C:4]([N:8]2[CH2:12][C@H:11]([CH2:13][OH:14])[O:10][C:9]2=[O:15])[CH:5]=[CH:6][CH:7]=1.[I:16]N1C(=O)CCC1=O, predict the reaction product. The product is: [F:1][C:2]1[CH:3]=[C:4]([N:8]2[CH2:12][C@H:11]([CH2:13][OH:14])[O:10][C:9]2=[O:15])[CH:5]=[CH:6][C:7]=1[I:16].